Dataset: Full USPTO retrosynthesis dataset with 1.9M reactions from patents (1976-2016). Task: Predict the reactants needed to synthesize the given product. (1) Given the product [NH2:47][C:43]1[C:42]2[N:48]=[C:49]([CH2:62][O:63][CH2:64][CH3:65])[N:50]([CH2:51][CH2:52][CH2:53][CH2:54][N:55]3[CH2:59][CH2:58][CH2:57][S:56]3(=[O:61])=[O:60])[C:41]=2[C:40]2[CH:39]=[CH:38][C:37](/[CH:3]=[CH:2]/[C:1]([O:5][CH3:6])=[O:4])=[CH:46][C:45]=2[N:44]=1, predict the reactants needed to synthesize it. The reactants are: [C:1]([O:5][CH3:6])(=[O:4])[CH:2]=[CH2:3].C(N(CC)CC)C.C1(C)C=CC=CC=1P(C1C=CC=CC=1C)C1C=CC=CC=1C.Br[C:37]1[CH:38]=[CH:39][C:40]2[C:41]3[N:50]([CH2:51][CH2:52][CH2:53][CH2:54][N:55]4[CH2:59][CH2:58][CH2:57][S:56]4(=[O:61])=[O:60])[C:49]([CH2:62][O:63][CH2:64][CH3:65])=[N:48][C:42]=3[C:43]([NH2:47])=[N:44][C:45]=2[CH:46]=1. (2) Given the product [NH2:1][CH2:4][C:5]1[C:13]2[S:12](=[O:15])(=[O:14])[N:11]=[C:10]([C:16]3[C:17](=[O:34])[N:18]([CH2:27][C:28]4[CH:33]=[CH:32][CH:31]=[CH:30][CH:29]=4)[C:19]4[C:24]([C:25]=3[OH:26])=[CH:23][CH:22]=[CH:21][CH:20]=4)[NH:9][C:8]=2[S:7][CH:6]=1, predict the reactants needed to synthesize it. The reactants are: [N:1]([CH2:4][C:5]1[C:13]2[S:12](=[O:15])(=[O:14])[N:11]=[C:10]([C:16]3[C:17](=[O:34])[N:18]([CH2:27][C:28]4[CH:33]=[CH:32][CH:31]=[CH:30][CH:29]=4)[C:19]4[C:24]([C:25]=3[OH:26])=[CH:23][CH:22]=[CH:21][CH:20]=4)[NH:9][C:8]=2[S:7][CH:6]=1)=[N+]=[N-].C1(P(C2C=CC=CC=2)C2C=CC=CC=2)C=CC=CC=1.